From a dataset of Forward reaction prediction with 1.9M reactions from USPTO patents (1976-2016). Predict the product of the given reaction. (1) Given the reactants [CH3:1][O:2][C:3]1[N:8]=[C:7]([C:9]2[CH:14]=[CH:13][CH:12]=[CH:11][CH:10]=2)[N:6]=[C:5]([O:15][CH:16]2[CH2:33][CH:32]3[CH:18]([C:19](=[O:39])[N:20]([CH3:38])[CH2:21][CH2:22][CH2:23][CH2:24][CH:25]=[CH:26][CH:27]4[C:29]([C:35](O)=[O:36])([NH:30][C:31]3=[O:34])[CH2:28]4)[CH2:17]2)[CH:4]=1.CCN=C=NCCCN(C)C.[CH3:51][C:52]1([S:55]([NH2:58])(=[O:57])=[O:56])[CH2:54][CH2:53]1.C1CCN2C(=NCCC2)CC1.C(O)(=O)CC(CC(O)=O)(C(O)=O)O, predict the reaction product. The product is: [CH3:1][O:2][C:3]1[N:8]=[C:7]([C:9]2[CH:10]=[CH:11][CH:12]=[CH:13][CH:14]=2)[N:6]=[C:5]([O:15][CH:16]2[CH2:33][CH:32]3[CH:18]([C:19](=[O:39])[N:20]([CH3:38])[CH2:21][CH2:22][CH2:23][CH2:24][CH:25]=[CH:26][CH:27]4[C:29]([C:35]([NH:58][S:55]([C:52]5([CH3:51])[CH2:54][CH2:53]5)(=[O:57])=[O:56])=[O:36])([NH:30][C:31]3=[O:34])[CH2:28]4)[CH2:17]2)[CH:4]=1. (2) Given the reactants [C:1]([NH2:5])([CH3:4])([CH3:3])[CH3:2].Cl[S:7]([C:10]1[CH:19]=[CH:18][CH:17]=[C:16]([N+:20]([O-:22])=[O:21])[C:11]=1[C:12]([O:14][CH3:15])=[O:13])(=[O:9])=[O:8].Cl, predict the reaction product. The product is: [C:1]([NH:5][S:7]([C:10]1[CH:19]=[CH:18][CH:17]=[C:16]([N+:20]([O-:22])=[O:21])[C:11]=1[C:12]([O:14][CH3:15])=[O:13])(=[O:8])=[O:9])([CH3:4])([CH3:3])[CH3:2]. (3) Given the reactants C[C:2]1[C:3]([NH2:10])=[C:4]([C:7]([OH:9])=[O:8])[S:5][CH:6]=1.N1C=CC=C[CH:12]=1.[C:17]([C:21]1[CH:29]=[CH:28][C:24]([C:25](Cl)=[O:26])=[CH:23][CH:22]=1)([CH3:20])([CH3:19])[CH3:18], predict the reaction product. The product is: [C:17]([C:21]1[CH:29]=[CH:28][C:24]([C:25]([NH:10][C:3]2[CH:2]=[CH:6][S:5][C:4]=2[C:7]([O:9][CH3:12])=[O:8])=[O:26])=[CH:23][CH:22]=1)([CH3:20])([CH3:19])[CH3:18]. (4) Given the reactants [F:1][C:2]([F:30])([F:29])[C:3]1[CH:4]=[C:5]([CH2:13][O:14][C@@H:15]2[CH2:21][CH2:20][C@@H:19]3[NH:22][C@@:16]2([C:23]2[CH:28]=[CH:27][CH:26]=[CH:25][CH:24]=2)[CH2:17][CH2:18]3)[CH:6]=[C:7]([C:9]([F:12])([F:11])[F:10])[CH:8]=1.[C:31](=O)([O-])[O-].[K+].[K+].CI.[ClH:39], predict the reaction product. The product is: [ClH:39].[F:11][C:9]([F:12])([F:10])[C:7]1[CH:6]=[C:5]([CH2:13][O:14][C@@H:15]2[CH2:21][CH2:20][C@@H:19]3[N:22]([CH3:31])[C@@:16]2([C:23]2[CH:24]=[CH:25][CH:26]=[CH:27][CH:28]=2)[CH2:17][CH2:18]3)[CH:4]=[C:3]([C:2]([F:29])([F:1])[F:30])[CH:8]=1. (5) Given the reactants [Cl:1][C:2]1[CH:18]=[C:17]([F:19])[C:16]([N:20]2[C:25](=[O:26])[CH:24]=[C:23]([C:27]([F:30])([F:29])[F:28])[NH:22][C:21]2=[O:31])=[CH:15][C:3]=1[C:4]([NH:6][S:7]([N:10]([CH3:14])[CH:11]([CH3:13])[CH3:12])(=[O:9])=[O:8])=[O:5].S(OC)(O[CH3:36])(=O)=O.O.[OH-].[Na+], predict the reaction product. The product is: [Cl:1][C:2]1[CH:18]=[C:17]([F:19])[C:16]([N:20]2[C:25](=[O:26])[CH:24]=[C:23]([C:27]([F:30])([F:28])[F:29])[N:22]([CH3:36])[C:21]2=[O:31])=[CH:15][C:3]=1[C:4]([NH:6][S:7]([N:10]([CH3:14])[CH:11]([CH3:12])[CH3:13])(=[O:9])=[O:8])=[O:5]. (6) Given the reactants [CH3:1][O:2][CH2:3][O:4][C:5]1[CH:6]=[C:7]([CH2:11][OH:12])[CH:8]=[CH:9][CH:10]=1.[Cl:13][C:14]1[CH:19]=[CH:18][C:17](O)=[CH:16][CH:15]=1.C1(N=C=NC2CCCCC2)CCCCC1, predict the reaction product. The product is: [Cl:13][C:14]1[CH:19]=[CH:18][C:17]([O:12][CH2:11][C:7]2[CH:8]=[CH:9][CH:10]=[C:5]([O:4][CH2:3][O:2][CH3:1])[CH:6]=2)=[CH:16][CH:15]=1.